From a dataset of Full USPTO retrosynthesis dataset with 1.9M reactions from patents (1976-2016). Predict the reactants needed to synthesize the given product. (1) Given the product [F:2][C:3]1[CH:4]=[C:5]([CH:27]=[CH:28][CH:29]=1)[CH2:6][N:7]1[C:11]2=[C:12]([N:16]3[CH2:25][CH2:24][C:23]4[C:18](=[CH:19][CH:20]=[CH:21][CH:22]=4)[CH2:17]3)[N:13]=[CH:14][CH:15]=[C:10]2[CH:9]=[C:8]1[CH3:26], predict the reactants needed to synthesize it. The reactants are: Cl.[F:2][C:3]1[CH:4]=[C:5]([CH:27]=[CH:28][CH:29]=1)[CH2:6][N:7]1[C:11]2=[C:12]([N:16]3[CH2:25][CH2:24][C:23]4[C:18](=[CH:19][CH:20]=[CH:21][CH:22]=4)[CH2:17]3)[N:13]=[CH:14][CH:15]=[C:10]2[CH:9]=[C:8]1[CH3:26].C(=O)(O)[O-].[Na+]. (2) Given the product [Br:1][C:2]1[N:7]=[CH:6][C:5]([O:8][C@@H:9]2[CH2:14][CH2:13][CH2:12][CH2:11][C@@H:10]2[NH:15][S:16]([CH:19]([CH3:21])[CH3:20])(=[O:17])=[O:18])=[CH:4][CH:3]=1, predict the reactants needed to synthesize it. The reactants are: [Br:1][C:2]1[N:7]=[CH:6][C:5]([O:8][C@H:9]2[CH2:14][CH2:13][CH2:12][CH2:11][C@H:10]2[NH:15][S:16]([CH:19]([CH3:21])[CH3:20])(=[O:18])=[O:17])=[CH:4][CH:3]=1.C(=O)=O. (3) Given the product [CH3:1][O:2][C:3](=[O:12])[C:4]1[CH:9]=[C:8]([I:10])[CH:7]=[CH:6][C:5]=1[O:11][CH2:17][C:16]([O:15][CH2:13][CH3:14])=[O:19], predict the reactants needed to synthesize it. The reactants are: [CH3:1][O:2][C:3](=[O:12])[C:4]1[CH:9]=[C:8]([I:10])[CH:7]=[CH:6][C:5]=1[OH:11].[CH2:13]([O:15][C:16](=[O:19])[CH2:17]Br)[CH3:14]. (4) Given the product [Br:1][C:2]1[C:9]([F:10])=[CH:8][CH:7]=[C:6]([F:11])[C:3]=1[C:4]#[N:49], predict the reactants needed to synthesize it. The reactants are: [Br:1][C:2]1[C:9]([F:10])=[CH:8][CH:7]=[C:6]([F:11])[C:3]=1[CH:4]=O.S([O-])(OCCCCCCCCCCCC)(=O)=O.[Na+].C(OI(C1C=CC=CC=1)OC(=O)C)(=O)C.C([O-])(=O)C.[NH4+:49].S([O-])([O-])(=O)=S.[Na+].[Na+]. (5) Given the product [Cl:1][C:2]1[CH:7]=[CH:6][C:5]([C:8]2([CH2:12][C:13]([NH:14][N:15]3[N:27]=[C:26]([C:28]([F:31])([F:30])[F:29])[C:25]4[C:20](=[CH:21][CH:22]=[CH:23][CH:24]=4)[C:19]3=[O:32])=[O:44])[CH2:11][CH2:10][CH2:9]2)=[CH:4][CH:3]=1, predict the reactants needed to synthesize it. The reactants are: [Cl:1][C:2]1[CH:7]=[CH:6][C:5]([C:8]2([C:12](=O)[CH:13]=[N+:14]=[N-:15])[CH2:11][CH2:10][CH2:9]2)=[CH:4][CH:3]=1.NN1[N:27]=[C:26]([C:28]([F:31])([F:30])[F:29])[C:25]2[C:20](=[CH:21][CH:22]=[CH:23][CH:24]=2)[C:19]1=[O:32].C(N(CC)CC)C.CN(C=[O:44])C.